This data is from Full USPTO retrosynthesis dataset with 1.9M reactions from patents (1976-2016). The task is: Predict the reactants needed to synthesize the given product. (1) Given the product [CH2:24]([N:21]([CH2:22][CH3:30])[C:4]1[N:3]=[C:2]([NH2:1])[N:10]=[C:9]2[C:5]=1[N:6]=[CH:7][N:8]2[C@@H:11]1[O:15][C@H:14]2[C@@H:13]([O:18][P:49]([O:48][CH3:40])[O:17][CH2:16]2)[C@:12]1([F:20])[CH3:19])[CH3:23], predict the reactants needed to synthesize it. The reactants are: [NH2:1][C:2]1[N:10]=[C:9]2[C:5]([N:6]=[CH:7][N:8]2[C@@H:11]2[O:15][C@H:14]([CH2:16][OH:17])[C@@H:13]([OH:18])[C@:12]2([F:20])[CH3:19])=[C:4]([N:21]2[CH2:24][CH2:23][CH2:22]2)[N:3]=1.N1C=NN=N1.[C:30](#N)C.C(N([CH:40]([O:48][P:49](N)[O-])N(C(C)C)C(C)C)C(C)C)(C)C. (2) Given the product [OH:27][CH2:28][C:29]([NH:32][S:33]([C:36]1[S:40][C:39]([NH:41][C:12]([C:11]2[CH:10]=[N:9][N:8]3[C:3]([CH:2]([F:1])[F:26])=[CH:4][C:5]([C:15]4[CH:20]=[CH:19][C:18]([C:21]([F:23])([F:22])[F:24])=[C:17]([CH3:25])[CH:16]=4)=[N:6][C:7]=23)=[O:14])=[N:38][C:37]=1[CH3:42])(=[O:35])=[O:34])([CH3:31])[CH3:30], predict the reactants needed to synthesize it. The reactants are: [F:1][CH:2]([F:26])[C:3]1[N:8]2[N:9]=[CH:10][C:11]([C:12]([OH:14])=O)=[C:7]2[N:6]=[C:5]([C:15]2[CH:20]=[CH:19][C:18]([C:21]([F:24])([F:23])[F:22])=[C:17]([CH3:25])[CH:16]=2)[CH:4]=1.[OH:27][CH2:28][C:29]([NH:32][S:33]([C:36]1[S:40][C:39]([NH2:41])=[N:38][C:37]=1[CH3:42])(=[O:35])=[O:34])([CH3:31])[CH3:30]. (3) Given the product [S:7]1[C:9](=[O:10])[C:8](=[O:12])[C:2]2[CH:3]=[CH:4][CH:5]=[CH:6][C:1]1=2, predict the reactants needed to synthesize it. The reactants are: [C:1]1([SH:7])[CH:6]=[CH:5][CH:4]=[CH:3][CH:2]=1.[C:8](Cl)(=[O:12])[C:9](Cl)=[O:10]. (4) Given the product [C:1]([O:5][C:6]([N:8]1[CH2:9][CH:10]([C:12]2[CH:13]=[C:14]3[C:18](=[CH:19][CH:20]=2)[NH:17][CH:16]=[CH:15]3)[CH2:11]1)=[O:7])([CH3:4])([CH3:2])[CH3:3], predict the reactants needed to synthesize it. The reactants are: [C:1]([O:5][C:6]([N:8]1[CH2:11][CH:10]([C:12]2[CH:13]=[C:14]3[C:18](=[CH:19][CH:20]=2)[N:17]([Si](C(C)C)(C(C)C)C(C)C)[CH:16]=[CH:15]3)[CH2:9]1)=[O:7])([CH3:4])([CH3:3])[CH3:2].[F-].C([N+](CCCC)(CCCC)CCCC)CCC. (5) Given the product [NH2:7][CH2:6][C@H:5]([NH:15][C:16]([C:18]1[C:19]([C:24]([F:27])([F:26])[F:25])=[N:20][N:21]([CH3:23])[CH:22]=1)=[O:17])[C:4]([NH:3][CH3:2])=[O:28], predict the reactants needed to synthesize it. The reactants are: Cl.[CH3:2][NH:3][C:4](=[O:28])[C@@H:5]([NH:15][C:16]([C:18]1[C:19]([C:24]([F:27])([F:26])[F:25])=[N:20][N:21]([CH3:23])[CH:22]=1)=[O:17])[CH2:6][NH:7]C(=O)OC(C)(C)C.